Dataset: NCI-60 drug combinations with 297,098 pairs across 59 cell lines. Task: Regression. Given two drug SMILES strings and cell line genomic features, predict the synergy score measuring deviation from expected non-interaction effect. (1) Drug 1: CS(=O)(=O)C1=CC(=C(C=C1)C(=O)NC2=CC(=C(C=C2)Cl)C3=CC=CC=N3)Cl. Drug 2: CC(C)(C#N)C1=CC(=CC(=C1)CN2C=NC=N2)C(C)(C)C#N. Cell line: MCF7. Synergy scores: CSS=6.53, Synergy_ZIP=-0.326, Synergy_Bliss=2.10, Synergy_Loewe=1.72, Synergy_HSA=1.86. (2) Drug 1: C1=NNC2=C1C(=O)NC=N2. Drug 2: C1CNP(=O)(OC1)N(CCCl)CCCl. Cell line: SNB-19. Synergy scores: CSS=-4.34, Synergy_ZIP=1.86, Synergy_Bliss=-2.76, Synergy_Loewe=-3.74, Synergy_HSA=-6.58. (3) Drug 1: CC(CN1CC(=O)NC(=O)C1)N2CC(=O)NC(=O)C2. Drug 2: CC1=C(C(=CC=C1)Cl)NC(=O)C2=CN=C(S2)NC3=CC(=NC(=N3)C)N4CCN(CC4)CCO. Cell line: HCC-2998. Synergy scores: CSS=1.46, Synergy_ZIP=1.37, Synergy_Bliss=3.94, Synergy_Loewe=-0.0983, Synergy_HSA=-0.0926. (4) Drug 1: C1=CC(=CC=C1CCCC(=O)O)N(CCCl)CCCl. Drug 2: C1CN1P(=S)(N2CC2)N3CC3. Cell line: OVCAR-4. Synergy scores: CSS=-2.35, Synergy_ZIP=-0.255, Synergy_Bliss=-2.85, Synergy_Loewe=-5.32, Synergy_HSA=-3.48.